Dataset: Reaction yield outcomes from USPTO patents with 853,638 reactions. Task: Predict the reaction yield, written as a fraction of the theoretical maximum amount of product (1.0 means a 100% yield; for example, 0.34 means a 34% yield). (1) The product is [CH3:25][O:24][C:16]1[C:17]([O:22][CH3:23])=[C:18]2[C:13]([CH2:12][O:21][C:19]2=[O:20])=[CH:14][CH:15]=1. The yield is 0.900. The catalyst is C(Cl)(Cl)Cl. The reactants are CN1[C@@H]([C@H:12]2[O:21][C:19](=[O:20])[C:18]3[C:17]([O:22][CH3:23])=[C:16]([O:24][CH3:25])[CH:15]=[CH:14][C:13]2=3)C2C(OC)=C3OCOC3=CC=2CC1.S(Cl)(Cl)(=O)=O.CO.O. (2) The product is [CH2:41]([NH:48][C:49](=[O:50])[N:9]([C:10]1[N:15]=[C:14]([C:16]2[CH:17]=[CH:18][C:19]([CH:22]=[CH:23][C:24]([O:26][CH2:27][CH3:28])=[O:25])=[CH:20][CH:21]=2)[CH:13]=[CH:12][CH:11]=1)[CH3:8])[CH2:42][CH2:43][CH2:44][CH2:45][CH2:46][CH3:47]. The reactants are C(OC([CH2:8][NH:9][C:10]1[N:15]=[C:14]([C:16]2[CH:21]=[CH:20][C:19]([CH:22]=[CH:23][C:24]([O:26][CH2:27][CH3:28])=[O:25])=[CH:18][CH:17]=2)[CH:13]=[CH:12][CH:11]=1)=O)(C)(C)C.FC(F)(F)C(O)=O.C(=O)([O-])O.[Na+].[CH2:41]([N:48]=[C:49]=[O:50])[CH2:42][CH2:43][CH2:44][CH2:45][CH2:46][CH3:47].CN(C1C=CC=CN=1)C. The catalyst is ClCCl.C(N(CC)CC)C.O. The yield is 0.510. (3) The reactants are [Br:1][C:2]1[CH:3]=[C:4]2[C:9](=[CH:10][CH:11]=1)[N:8]=[CH:7][N:6]=[C:5]2I.[C:13]([C:15]1[CH:16]=[C:17](B(O)O)[CH:18]=[CH:19][CH:20]=1)#[N:14].C([O-])([O-])=O.[K+].[K+]. The catalyst is C1C=CC([P]([Pd]([P](C2C=CC=CC=2)(C2C=CC=CC=2)C2C=CC=CC=2)([P](C2C=CC=CC=2)(C2C=CC=CC=2)C2C=CC=CC=2)[P](C2C=CC=CC=2)(C2C=CC=CC=2)C2C=CC=CC=2)(C2C=CC=CC=2)C2C=CC=CC=2)=CC=1.O1CCOCC1. The product is [Br:1][C:2]1[CH:3]=[C:4]2[C:9](=[CH:10][CH:11]=1)[N:8]=[CH:7][N:6]=[C:5]2[C:19]1[CH:20]=[C:15]([CH:16]=[CH:17][CH:18]=1)[C:13]#[N:14]. The yield is 0.520. (4) The reactants are [CH:1]1[C:10]2[C:5](=[CH:6][CH:7]=[CH:8][CH:9]=2)[CH:4]=[C:3]([CH:11]=O)[N:2]=1.[F:13][CH:14]([F:17])[CH2:15][NH2:16].[Na]. The catalyst is C(Cl)Cl. The product is [F:13][CH:14]([F:17])[CH2:15][NH:16][CH2:11][C:3]1[N:2]=[CH:1][C:10]2[C:5]([CH:4]=1)=[CH:6][CH:7]=[CH:8][CH:9]=2. The yield is 0.471. (5) The reactants are CCCCCCCCCC[CH2:11][CH2:12][O:13]S([O-])(=O)=O.[Na+].[OH:19][CH2:20][CH:21](CO)O.C(S)[C@@H](O)[C@H](O)CS.C1C=CC2S(=O)(=O)OC(C3C=C(Br)C(O)=C(Br)C=3)(C3C=C(Br)C(O)=C(Br)C=3)C=2C=1.[CH2:62]([OH:69])[C:63]([NH2:68])([CH2:66][OH:67])[CH2:64][OH:65]. No catalyst specified. The product is [CH2:21]([N:68]([C:63]([CH2:66][OH:67])([CH2:64][OH:65])[CH2:62][OH:69])[CH2:11][CH2:12][OH:13])[CH2:20][OH:19]. The yield is 0.100. (6) The product is [CH3:15][CH:13]([CH2:12][C@H:11]([CH2:10][NH2:9])[CH2:16][C:17]([OH:27])=[O:29])[CH3:14]. The reactants are S(=O)(=O)(O)O.COC(=O)[NH:9][CH2:10][C@H:11]([CH2:16][C:17](=[O:27])N[C@H](C1C=CC=CC=1)C)[CH2:12][CH:13]([CH3:15])[CH3:14].[OH-:29].[Na+]. The yield is 0.404. No catalyst specified. (7) The reactants are [CH3:1][O:2][C:3]1[CH:4]=[C:5]([NH2:14])[CH:6]=[N:7][C:8]=1[N:9]1[CH2:13][CH2:12][CH2:11][CH2:10]1.N1C=CC=CC=1.Cl[C:22]([O:24][C:25]1[CH:30]=[CH:29][CH:28]=[CH:27][CH:26]=1)=[O:23]. The catalyst is C(#N)C.O. The product is [CH3:1][O:2][C:3]1[CH:4]=[C:5]([NH:14][C:22](=[O:23])[O:24][C:25]2[CH:30]=[CH:29][CH:28]=[CH:27][CH:26]=2)[CH:6]=[N:7][C:8]=1[N:9]1[CH2:10][CH2:11][CH2:12][CH2:13]1. The yield is 0.570.